Dataset: Forward reaction prediction with 1.9M reactions from USPTO patents (1976-2016). Task: Predict the product of the given reaction. (1) Given the reactants [CH3:1][O:2][C:3]([C:5]1([C:11]2[CH:16]=[CH:15][C:14]([N+:17]([O-])=O)=[CH:13][CH:12]=2)[CH2:10][CH2:9][O:8][CH2:7][CH2:6]1)=[O:4], predict the reaction product. The product is: [CH3:1][O:2][C:3]([C:5]1([C:11]2[CH:12]=[CH:13][C:14]([NH2:17])=[CH:15][CH:16]=2)[CH2:6][CH2:7][O:8][CH2:9][CH2:10]1)=[O:4]. (2) Given the reactants [Si:1]([O:8][C@@H:9]1[C@@:26]2([CH3:27])[C:13](=[CH:14][CH2:15][C@@H:16]3[C@@H:25]2[CH2:24][CH2:23][C@@:21]2([CH3:22])[C@H:17]3[CH2:18][CH2:19][C@@H:20]2[CH2:28][O:29][CH2:30][CH2:31][C:32]([N:34]([CH3:36])[CH3:35])=[O:33])[CH2:12][C@@H:11]([O:37][Si:38]([C:41]([CH3:44])([CH3:43])[CH3:42])([CH3:40])[CH3:39])[CH2:10]1)([C:4]([CH3:7])([CH3:6])[CH3:5])([CH3:3])[CH3:2].Br[N:46]1[C:50](=[O:51])CC[C:47]1=[O:52].[N:53](C(C)(C)C#N)=[N:54]C(C)(C)C#N.CCCCCC, predict the reaction product. The product is: [C:16]1([N:46]2[C:50](=[O:51])[N:54]=[N:53][C:47]2=[O:52])[CH:17]=[CH:21][CH:23]=[CH:24][CH:25]=1.[Si:1]([O:8][C@@H:9]1[C@@:26]2([CH3:27])[C:13](=[CH:14][CH:15]=[C:16]3[C@@H:25]2[CH2:24][CH2:23][C@@:21]2([CH3:22])[C@H:17]3[CH2:18][CH2:19][C@@H:20]2[CH2:28][O:29][CH2:30][CH2:31][C:32]([N:34]([CH3:35])[CH3:36])=[O:33])[CH2:12][C@@H:11]([O:37][Si:38]([C:41]([CH3:44])([CH3:43])[CH3:42])([CH3:39])[CH3:40])[CH2:10]1)([C:4]([CH3:7])([CH3:6])[CH3:5])([CH3:3])[CH3:2]. (3) Given the reactants Cl[C:2]1[CH:33]=[CH:32][C:5]([C:6]([NH:8][C:9]2[CH:14]=[C:13]([C:15]([N:17]3[CH2:22][CH:21]4[CH:19]([CH:20]4[C:23]4[CH:28]=[CH:27][C:26]([O:29][CH3:30])=[CH:25][CH:24]=4)[CH2:18]3)=[O:16])[CH:12]=[CH:11][C:10]=2[CH3:31])=[O:7])=[CH:4][N:3]=1.[CH:34]([NH2:37])([CH3:36])[CH3:35].C([O-])(O)=O.[Na+], predict the reaction product. The product is: [CH:34]([NH:37][C:2]1[CH:33]=[CH:32][C:5]([C:6]([NH:8][C:9]2[CH:14]=[C:13]([C:15]([N:17]3[CH2:18][CH:19]4[CH:21]([CH:20]4[C:23]4[CH:28]=[CH:27][C:26]([O:29][CH3:30])=[CH:25][CH:24]=4)[CH2:22]3)=[O:16])[CH:12]=[CH:11][C:10]=2[CH3:31])=[O:7])=[CH:4][N:3]=1)([CH3:36])[CH3:35].